This data is from Catalyst prediction with 721,799 reactions and 888 catalyst types from USPTO. The task is: Predict which catalyst facilitates the given reaction. (1) Reactant: [OH-].[Na+].[CH2:3](Cl)[CH2:4][Cl:5].C(O)(=O)CC[C@H](NC(C1C=CC(NCC2N=[C:33]3[C:26](N=[C:28]([NH:30][C:31]3=O)[NH2:29])=[N:25][CH:24]=2)=CC=1)=O)C(O)=O.[CH3:39]S(C)=O. Product: [ClH:5].[CH3:39][N:25]([CH3:24])[CH2:26][CH2:33][CH2:31][N:30]=[C:28]=[N:29][CH2:3][CH3:4]. The catalyst class is: 33. (2) Reactant: [CH3:1][C:2]1[CH:3]=[C:4]([NH2:8])[CH:5]=[N:6][CH:7]=1.[CH3:9][C:10]([O:13][C:14](O[C:14]([O:13][C:10]([CH3:12])([CH3:11])[CH3:9])=[O:15])=[O:15])([CH3:12])[CH3:11].CCOC(C)=O. Product: [CH3:1][C:2]1[CH:3]=[C:4]([NH:8][C:14](=[O:15])[O:13][C:10]([CH3:12])([CH3:11])[CH3:9])[CH:5]=[N:6][CH:7]=1. The catalyst class is: 1. (3) Reactant: [C:1]([C:5]1[CH:10]=[CH:9][C:8]([C:11]2[C:20]([OH:21])=[CH:19][CH:18]=[C:17]3[C:12]=2[CH:13]=[CH:14][C:15]([CH2:22][NH:23][C:24]([C:26]2[C:30]4[CH:31]=[CH:32][CH:33]=[CH:34][C:29]=4[O:28][C:27]=2[CH2:35][CH2:36][CH2:37][CH3:38])=[O:25])=[CH:16]3)=[CH:7][CH:6]=1)([CH3:4])([CH3:3])[CH3:2].Br[CH2:40][C:41]#[N:42].C(=O)([O-])[O-].[K+].[K+]. Product: [C:1]([C:5]1[CH:6]=[CH:7][C:8]([C:11]2[C:20]([O:21][CH2:40][C:41]#[N:42])=[CH:19][CH:18]=[C:17]3[C:12]=2[CH:13]=[CH:14][C:15]([CH2:22][NH:23][C:24]([C:26]2[C:30]4[CH:31]=[CH:32][CH:33]=[CH:34][C:29]=4[O:28][C:27]=2[CH2:35][CH2:36][CH2:37][CH3:38])=[O:25])=[CH:16]3)=[CH:9][CH:10]=1)([CH3:4])([CH3:3])[CH3:2]. The catalyst class is: 39. (4) Reactant: Cl.[NH2:2][CH2:3][C:4]1[CH:12]=[CH:11][CH:10]=[C:9]2[C:5]=1[C:6](=[O:22])[N:7]([CH:14]1[CH2:19][CH2:18][C:17](=[O:20])[NH:16][C:15]1=[O:21])[C:8]2=[O:13].N12CCCN=C1CCCCC2.ON1C2C=CC=CC=2N=N1.[F:44][C:45]([F:61])([F:60])[C:46]1[CH:47]=[C:48]([CH2:56][C:57](O)=[O:58])[CH:49]=[C:50]([C:52]([F:55])([F:54])[F:53])[CH:51]=1.Cl.CN(C)CCCN=C=NCC. Product: [F:44][C:45]([F:60])([F:61])[C:46]1[CH:47]=[C:48]([CH2:56][C:57]([NH:2][CH2:3][C:4]2[CH:12]=[CH:11][CH:10]=[C:9]3[C:5]=2[C:6](=[O:22])[N:7]([CH:14]2[CH2:19][CH2:18][C:17](=[O:20])[NH:16][C:15]2=[O:21])[C:8]3=[O:13])=[O:58])[CH:49]=[C:50]([C:52]([F:53])([F:54])[F:55])[CH:51]=1. The catalyst class is: 10. (5) Reactant: Cl[C:2]1[CH:3]=[CH:4][C:5]([N+:9]([O-:11])=[O:10])=[C:6]([NH2:8])[CH:7]=1.[NH:12]1[CH2:17][CH2:16][O:15][CH2:14][CH2:13]1.O. Product: [N:12]1([C:2]2[CH:3]=[CH:4][C:5]([N+:9]([O-:11])=[O:10])=[C:6]([NH2:8])[CH:7]=2)[CH2:17][CH2:16][O:15][CH2:14][CH2:13]1. The catalyst class is: 16. (6) Reactant: [Cl:1][C:2]1[N:7]=[CH:6][C:5]([NH2:8])=[CH:4][CH:3]=1.[C:9](O[C:9]([O:11][C:12]([CH3:15])([CH3:14])[CH3:13])=[O:10])([O:11][C:12]([CH3:15])([CH3:14])[CH3:13])=[O:10]. Product: [C:12]([O:11][C:9](=[O:10])[NH:8][C:5]1[CH:6]=[N:7][C:2]([Cl:1])=[CH:3][CH:4]=1)([CH3:15])([CH3:14])[CH3:13]. The catalyst class is: 107. (7) Reactant: [F:1][C:2]1[C:3]([N+:13]([O-:15])=[O:14])=[CH:4][C:5]2[NH:10][C:9](=S)[CH2:8][O:7][C:6]=2[CH:12]=1.[NH2:16][NH2:17]. Product: [F:1][C:2]1[CH:12]=[C:6]2[C:5]([N:10]3[C:9]([CH2:8][O:7]2)=[N:17][NH:16][C:6](=[O:7])[CH:5]3[CH3:4])=[CH:4][C:3]=1[N+:13]([O-:15])=[O:14]. The catalyst class is: 5.